Dataset: Full USPTO retrosynthesis dataset with 1.9M reactions from patents (1976-2016). Task: Predict the reactants needed to synthesize the given product. (1) Given the product [O:28]1[CH:1]=[N:30][N:29]=[C:27]1[C:26]1[CH:31]=[CH:32][C:33]([O:35][CH2:36][C:37]2[CH:46]=[CH:45][C:44]3[C:39](=[CH:40][CH:41]=[CH:42][CH:43]=3)[N:38]=2)=[CH:34][C:25]=1[C:18]1([C:12]2[CH:13]=[CH:14][CH:15]=[CH:16][CH:17]=2)[CH2:23][CH:22]2[CH2:24][CH:19]1[CH2:20][CH2:21]2, predict the reactants needed to synthesize it. The reactants are: [CH3:1]C1C=CC(S(O)(=O)=O)=CC=1.[C:12]1([C:18]2([C:25]3[CH:34]=[C:33]([O:35][CH2:36][C:37]4[CH:46]=[CH:45][C:44]5[C:39](=[CH:40][CH:41]=[CH:42][CH:43]=5)[N:38]=4)[CH:32]=[CH:31][C:26]=3[C:27]([NH:29][NH2:30])=[O:28])[CH2:23][CH:22]3[CH2:24][CH:19]2[CH2:20][CH2:21]3)[CH:17]=[CH:16][CH:15]=[CH:14][CH:13]=1.Cl.C(=O)(O)[O-].[Na+]. (2) Given the product [C:25]([CH2:24][NH:23][C:8]([C:6]1[S:7][C:3]([CH:1]=[O:2])=[CH:4][CH:5]=1)=[O:10])(=[O:26])[NH2:27], predict the reactants needed to synthesize it. The reactants are: [CH:1]([C:3]1[S:7][C:6]([C:8]([OH:10])=O)=[CH:5][CH:4]=1)=[O:2].C(N1C=CN=C1)(N1C=CN=C1)=O.[NH2:23][CH2:24][C:25]([NH2:27])=[O:26].Cl. (3) Given the product [NH2:1][C:2]1[N:10]=[C:9]([O:11][CH2:12][CH2:13][O:14][CH3:15])[N:8]=[C:7]2[C:3]=1[N:4]=[C:5]([OH:26])[N:6]2[CH2:16][C:17]1[CH:18]=[CH:19][C:20]([C:21]([O:38][N:39]2[C:43](=[O:44])[CH2:42][CH2:41][C:40]2=[O:45])=[O:22])=[CH:24][CH:25]=1, predict the reactants needed to synthesize it. The reactants are: [NH2:1][C:2]1[N:10]=[C:9]([O:11][CH2:12][CH2:13][O:14][CH3:15])[N:8]=[C:7]2[C:3]=1[N:4]=[C:5]([O:26]C)[N:6]2[CH2:16][C:17]1[CH:25]=[CH:24][C:20]([C:21]([O-])=[O:22])=[CH:19][CH:18]=1.O1CCOCC1.C(Cl)CCl.[OH:38][N:39]1[C:43](=[O:44])[CH2:42][CH2:41][C:40]1=[O:45]. (4) Given the product [CH2:1]([O:3][C:4]1[CH:9]=[CH:8][C:7]([C:10]2[CH2:15][CH2:14][CH:13]([CH:16]3[CH2:21][CH2:20][CH:19]([CH2:22][CH2:23][CH3:24])[CH2:18][CH2:17]3)[O:12][CH:11]=2)=[C:6]([F:26])[C:5]=1[F:27])[CH3:2], predict the reactants needed to synthesize it. The reactants are: [CH2:1]([O:3][C:4]1[CH:9]=[CH:8][C:7]([CH:10]2[CH2:15][CH2:14][CH:13]([CH:16]3[CH2:21][CH2:20][CH:19]([CH2:22][CH2:23][CH3:24])[CH2:18][CH2:17]3)[O:12][CH:11]2O)=[C:6]([F:26])[C:5]=1[F:27])[CH3:2].O.C1(C)C=CC(S([O-])(=O)=O)=CC=1.[Na+].C(=O)(O)[O-].[Na+]. (5) Given the product [CH2:10]([O:17][C:18]1[CH:23]=[C:22]([CH2:24][C:62]2[CH:63]=[CH:64][CH:65]=[C:60]([O:59][CH2:52][C:53]3[CH:54]=[CH:55][CH:56]=[CH:57][CH:58]=3)[N:61]=2)[CH:21]=[CH:20][C:19]=1[N:26]1[S:30](=[O:32])(=[O:31])[N:29]([CH2:33][CH2:34][Si:35]([CH3:38])([CH3:37])[CH3:36])[C:28](=[O:39])[CH2:27]1)[C:11]1[CH:16]=[CH:15][CH:14]=[CH:13][CH:12]=1, predict the reactants needed to synthesize it. The reactants are: BrCCBr.C[Si](Cl)(C)C.[CH2:10]([O:17][C:18]1[CH:23]=[C:22]([CH2:24]I)[CH:21]=[CH:20][C:19]=1[N:26]1[S:30](=[O:32])(=[O:31])[N:29]([CH2:33][CH2:34][Si:35]([CH3:38])([CH3:37])[CH3:36])[C:28](=[O:39])[CH2:27]1)[C:11]1[CH:16]=[CH:15][CH:14]=[CH:13][CH:12]=1.C1(C2C=CC=CC=2)C=CC=CC=1.[CH2:52]([O:59][C:60]1[CH:65]=[CH:64][CH:63]=[C:62](Br)[N:61]=1)[C:53]1[CH:58]=[CH:57][CH:56]=[CH:55][CH:54]=1. (6) Given the product [OH:1][C@@:2]1([C:9]#[C:10][C:11]2[CH:12]=[C:13]([C:17]3[N:22]=[C:21]([C:23]([NH2:34])=[O:25])[CH:20]=[C:19]([C:28]4[N:32]([CH3:33])[CH:31]=[N:30][CH:29]=4)[N:18]=3)[CH:14]=[CH:15][CH:16]=2)[CH2:6][CH2:5][N:4]([CH3:7])[C:3]1=[O:8], predict the reactants needed to synthesize it. The reactants are: [OH:1][C@@:2]1([C:9]#[C:10][C:11]2[CH:12]=[C:13]([C:17]3[N:22]=[C:21]([C:23]([O:25]CC)=O)[CH:20]=[C:19]([C:28]4[N:32]([CH3:33])[CH:31]=[N:30][CH:29]=4)[N:18]=3)[CH:14]=[CH:15][CH:16]=2)[CH2:6][CH2:5][N:4]([CH3:7])[C:3]1=[O:8].[NH3:34].